Dataset: Reaction yield outcomes from USPTO patents with 853,638 reactions. Task: Predict the reaction yield, written as a fraction of the theoretical maximum amount of product (1.0 means a 100% yield; for example, 0.34 means a 34% yield). (1) The reactants are CS(O[CH2:6][CH:7]1[S:11][C:10]([C:12]2[NH:13][C:14]3[C:19]([CH:20]=2)=[CH:18][CH:17]=[CH:16][C:15]=3[N:21]([CH3:31])[S:22]([C:25]2[CH:30]=[CH:29][CH:28]=[CH:27][N:26]=2)(=[O:24])=[O:23])=[N:9][CH2:8]1)(=O)=O.[NH:32]1[CH:36]=[CH:35][N:34]=[C:33]1[C:37]([O:39][CH2:40][CH3:41])=[O:38].C(=O)([O-])[O-].[K+].[K+].CN(C)C=O. The catalyst is O. The product is [CH3:31][N:21]([S:22]([C:25]1[CH:30]=[CH:29][CH:28]=[CH:27][N:26]=1)(=[O:24])=[O:23])[C:15]1[CH:16]=[CH:17][CH:18]=[C:19]2[C:14]=1[NH:13][C:12]([C:10]1[S:11][CH:7]([CH2:6][N:32]3[CH:36]=[CH:35][N:34]=[C:33]3[C:37]([O:39][CH2:40][CH3:41])=[O:38])[CH2:8][N:9]=1)=[CH:20]2. The yield is 0.830. (2) The product is [Cl:9][CH2:8][C@@H:10]1[O:4][CH2:3][C@@H:2]2[CH2:5][CH2:6][CH2:7][N:1]2[CH2:11]1. The reactants are [NH:1]1[CH2:7][CH2:6][CH2:5][C@H:2]1[CH2:3][OH:4].[CH2:8]([CH:10]1O[CH2:11]1)[Cl:9]. The yield is 0.150. No catalyst specified. (3) The reactants are [Cl:1][C:2]1[CH:19]=[CH:18][C:5]([CH2:6][O:7][C:8]2[C:9]([O:16][CH3:17])=[CH:10][C:11]([CH2:14][OH:15])=[N:12][CH:13]=2)=[CH:4][CH:3]=1.CC(OI1(OC(C)=O)(OC(C)=O)OC(=O)C2C=CC=CC1=2)=O. The catalyst is CS(C)=O. The product is [Cl:1][C:2]1[CH:19]=[CH:18][C:5]([CH2:6][O:7][C:8]2[C:9]([O:16][CH3:17])=[CH:10][C:11]([CH:14]=[O:15])=[N:12][CH:13]=2)=[CH:4][CH:3]=1. The yield is 0.720. (4) The reactants are [F:1][C:2]1[CH:3]=[C:4]([C:8]2[N:13]=[C:12]([CH3:14])[C:11]([C:15]([OH:17])=O)=[CH:10][N:9]=2)[CH:5]=[CH:6][CH:7]=1.C1CN([P+](ON2N=NC3C=CC=NC2=3)(N2CCCC2)N2CCCC2)CC1.F[P-](F)(F)(F)(F)F.CCN(C(C)C)C(C)C.[Br:60][C:61]1[CH:62]=[C:63]2[C:67](=[CH:68][CH:69]=1)[N:66]([NH2:70])[CH:65]=[CH:64]2. The catalyst is C(Cl)Cl.O.CCOC(C)=O. The product is [Br:60][C:61]1[CH:62]=[C:63]2[C:67](=[CH:68][CH:69]=1)[N:66]([NH:70][C:15]([C:11]1[C:12]([CH3:14])=[N:13][C:8]([C:4]3[CH:5]=[CH:6][CH:7]=[C:2]([F:1])[CH:3]=3)=[N:9][CH:10]=1)=[O:17])[CH:65]=[CH:64]2. The yield is 0.240. (5) The reactants are Cl.Cl.N1CCC([C:9]2[N:13]3[CH2:14][CH2:15][CH2:16][CH2:17][C:12]3=[N:11][CH:10]=2)CC1.[CH2:18]1[CH2:28][CH2:27][N:26]2C(=NC[CH2:24][CH2:25]2)CC1.[Cl:29][C:30]1[CH:35]=[CH:34][C:33](/[CH:36]=[CH:37]/[S:38]([CH2:41][CH2:42][C:43]([OH:45])=O)(=[O:40])=[O:39])=[CH:32][CH:31]=1.CCN=C=NCCCN(C)C.C1C=CC2N(O)N=NC=2C=1. The catalyst is C(#N)C.C(N(CC)CC)C. The product is [Cl:29][C:30]1[CH:31]=[CH:32][C:33](/[CH:36]=[CH:37]/[S:38]([CH2:41][CH2:42][C:43]([N:26]2[CH2:25][CH2:24][CH:18]([N:11]3[CH:12]4[CH2:17][CH2:16][CH2:15][CH2:14][N:13]4[CH:9]=[CH:10]3)[CH2:28][CH2:27]2)=[O:45])(=[O:39])=[O:40])=[CH:34][CH:35]=1. The yield is 0.180. (6) The reactants are C([N:9]([C:18]1[C:19]2[N:26]=[C:25]([C:27]3[N:31]([CH3:32])[CH:30]=[N:29][C:28]=3[C:33]3[CH:38]=[CH:37][CH:36]=[CH:35][CH:34]=3)[S:24][C:20]=2[N:21]=[CH:22][N:23]=1)C(=O)C1C=CC=CC=1)(=O)C1C=CC=CC=1.[CH3:39][N:40]([CH3:44])[C:41](Cl)=[O:42].[CH:45](=[O:52])[C:46]1[CH:51]=[CH:50][CH:49]=[CH:48][CH:47]=1.CCN(C(C)C)C(C)C. The catalyst is CC#N.CO.N. The product is [CH3:39][N:40]([CH3:44])[C:41](=[O:42])[O:52][CH:45]([C:30]1[N:31]([CH3:32])[C:27]([C:25]2[S:24][C:20]3[N:21]=[CH:22][N:23]=[C:18]([NH2:9])[C:19]=3[N:26]=2)=[C:28]([C:33]2[CH:38]=[CH:37][CH:36]=[CH:35][CH:34]=2)[N:29]=1)[C:46]1[CH:51]=[CH:50][CH:49]=[CH:48][CH:47]=1. The yield is 0.680.